This data is from Full USPTO retrosynthesis dataset with 1.9M reactions from patents (1976-2016). The task is: Predict the reactants needed to synthesize the given product. (1) Given the product [F:45][C:42]1([F:44])[CH2:41][N:40]([C:46]([C:48]2[N:49]=[C:50]([CH:53]([CH3:54])[CH3:55])[S:51][CH:52]=2)=[O:47])[CH2:39][C:38]2([CH2:56][CH2:57][N:35]([CH2:34][C:31]3[S:32][CH:33]=[C:29]([CH2:28][CH2:27][OH:26])[CH:30]=3)[CH2:36][CH2:37]2)[O:43]1, predict the reactants needed to synthesize it. The reactants are: CCCC[N+](CCCC)(CCCC)CCCC.[F-].[Si]([O:26][CH2:27][CH2:28][C:29]1[CH:30]=[C:31]([CH2:34][N:35]2[CH2:57][CH2:56][C:38]3([O:43][C:42]([F:45])([F:44])[CH2:41][N:40]([C:46]([C:48]4[N:49]=[C:50]([CH:53]([CH3:55])[CH3:54])[S:51][CH:52]=4)=[O:47])[CH2:39]3)[CH2:37][CH2:36]2)[S:32][CH:33]=1)(C(C)(C)C)(C)C. (2) Given the product [CH2:25]([O:32][C:33]1[CH:49]=[C:48]([N+:50]([O-:52])=[O:51])[C:47]([CH2:53][CH2:20][Cl:24])=[CH:46][C:34]=1[NH:35][C:36]([C:42]([F:43])([F:44])[F:45])=[CH:37][C:38]([O:40][CH3:41])=[O:39])[C:26]1[CH:27]=[CH:28][CH:29]=[CH:30][CH:31]=1, predict the reactants needed to synthesize it. The reactants are: C1(P(C2C=CC=CC=2)C2C=CC=CC=2)C=CC=CC=1.[C:20]([Cl:24])(Cl)(Cl)Cl.[CH2:25]([O:32][C:33]1[CH:49]=[C:48]([N+:50]([O-:52])=[O:51])[C:47]([CH2:53]CO)=[CH:46][C:34]=1[NH:35][C:36]([C:42]([F:45])([F:44])[F:43])=[CH:37][C:38]([O:40][CH3:41])=[O:39])[C:26]1[CH:31]=[CH:30][CH:29]=[CH:28][CH:27]=1. (3) Given the product [NH:4]1[C:12]2[C:7](=[CH:8][CH:9]=[C:10]([CH:13]=[N:2][OH:3])[CH:11]=2)[CH:6]=[CH:5]1, predict the reactants needed to synthesize it. The reactants are: Cl.[NH2:2][OH:3].[NH:4]1[C:12]2[C:7](=[CH:8][CH:9]=[C:10]([CH:13]=O)[CH:11]=2)[CH:6]=[CH:5]1. (4) Given the product [C:1]12([NH:11][CH2:12][C:14]3[CH:15]=[CH:16][C:17]([N:20]([CH3:25])[CH2:21][CH2:22][C:23]#[N:24])=[CH:18][CH:19]=3)[CH2:8][CH:7]3[CH2:6][CH:5]([CH2:4][CH:3]([CH2:9]3)[CH2:2]1)[CH2:10]2, predict the reactants needed to synthesize it. The reactants are: [C:1]12([NH2:11])[CH2:10][CH:5]3[CH2:6][CH:7]([CH2:9][CH:3]([CH2:4]3)[CH2:2]1)[CH2:8]2.[CH:12]([C:14]1[CH:19]=[CH:18][C:17]([N:20]([CH3:25])[CH2:21][CH2:22][C:23]#[N:24])=[CH:16][CH:15]=1)=O. (5) Given the product [F:16][C:15]([F:18])([F:17])[O:14][C:11]1[CH:12]=[CH:13][C:8]([C:5]2[N:4]=[N:3][C:2]([C:23]3[CH:24]=[CH:25][C:20]([NH2:19])=[CH:21][CH:22]=3)=[CH:7][CH:6]=2)=[CH:9][CH:10]=1, predict the reactants needed to synthesize it. The reactants are: Cl[C:2]1[N:3]=[N:4][C:5]([C:8]2[CH:13]=[CH:12][C:11]([O:14][C:15]([F:18])([F:17])[F:16])=[CH:10][CH:9]=2)=[CH:6][CH:7]=1.[NH2:19][C:20]1[CH:25]=[CH:24][C:23](B(O)O)=[CH:22][CH:21]=1.C([O-])([O-])=O.[K+].[K+]. (6) Given the product [Br:1][C:2]1[CH:3]=[C:4]([CH3:20])[C:5]2[O:9][C:8]([C:10]([NH2:12])=[O:11])=[C:7]([NH:13][C:14](=[O:17])[CH2:15][Cl:16])[C:6]=2[CH:18]=1, predict the reactants needed to synthesize it. The reactants are: [Br:1][C:2]1[CH:3]=[CH:4][C:5]2[O:9][C:8]([C:10]([NH2:12])=[O:11])=[C:7]([NH:13][C:14](=[O:17])[CH2:15][Cl:16])[C:6]=2[CH:18]=1.N[C:20]1C2C=C(Br)C=C(C)C=2OC=1C(N)=O.BrC1C=CC2OC(C(=O)N)=C(NC(C3CCCN3C(OC(C)(C)C)=O)=O)C=2C=1.